Dataset: Experimentally validated miRNA-target interactions with 360,000+ pairs, plus equal number of negative samples. Task: Binary Classification. Given a miRNA mature sequence and a target amino acid sequence, predict their likelihood of interaction. (1) The miRNA is hsa-miR-4302 with sequence CCAGUGUGGCUCAGCGAG. The protein sequence of the target gene is MEGEGVRNFKELRAKFQNLDAPPLPGPIKFPAGVSPKGDIGGTQSTQILANGKPLSSNHKQRTPYCSSSESQPLQPQKIKLAQKSEIPKCSNSPGPLGKSTVCSATSSQKASLLLEVTQSNVEIITKEKVMVANSFRNKLWNWEKVSSQKSEMSSALLLANYGSKAIHLEGQKGMGLTPEEPRKKLETKGAQTLPSQKHVVAPKILHNVSEDPSFVISQHIRKSWENPPPERSPASSPCQPIYECELASQAPEKQPDVRHHHLPKTKPLPSIDSLGPPPPKPSRPPIVNLQAFQRQPAAV.... Result: 0 (no interaction). (2) Result: 1 (interaction). The protein sequence of the target gene is MKSVIYHALSQKEANDSDVQPSGAQRAEAFVRAFLKRSTPRMSPQAREDQLQRKAVVLEYFTRHKRKEKKKKAKGLSARQRRELRLFDIKPEQQRYSLFLPLHELWKQYIRDLCSGLKPDTQPQMIQAKLLKADLHGAIISVTKSKCPSYVGITGILLQETKHIFKIITKEDRLKVIPKLNCVFTVETDGFISYIYGSKFQLRSSERSAKKFKAKGTIDL. The miRNA is hsa-miR-204-5p with sequence UUCCCUUUGUCAUCCUAUGCCU.